This data is from Forward reaction prediction with 1.9M reactions from USPTO patents (1976-2016). The task is: Predict the product of the given reaction. (1) Given the reactants N1C2C=CC=CC=2N=C1C1CCN([CH2:16][CH2:17][CH:18]2[O:22][C:21](=[O:23])[C:20]([CH2:26][CH3:27])([CH2:24][CH3:25])[CH2:19]2)CC1.[C:28]1([C:34]2([C:40]3[CH:45]=[CH:44][CH:43]=[CH:42][CH:41]=3)[CH2:39][CH2:38][NH:37][CH2:36][CH2:35]2)[CH:33]=[CH:32][CH:31]=[CH:30][CH:29]=1.N1(C2C=CC=CC=2C#N)CCNCC1.CC1C=CC(S(OCCC2CC3(CCCC3)C(=O)O2)(=O)=O)=CC=1.CC1C=CC(S(OCCC2CC(CC)(CC)C(=O)O2)(=O)=O)=CC=1, predict the reaction product. The product is: [C:28]1([C:34]2([C:40]3[CH:45]=[CH:44][CH:43]=[CH:42][CH:41]=3)[CH2:35][CH2:36][N:37]([CH2:16][CH2:17][CH:18]3[CH2:19][C:20]4([CH2:24][CH2:25][CH2:27][CH2:26]4)[C:21](=[O:23])[O:22]3)[CH2:38][CH2:39]2)[CH:29]=[CH:30][CH:31]=[CH:32][CH:33]=1. (2) Given the reactants [Na:1].[C:2]([OH:7])(=[O:6])[C:3]([CH3:5])=[CH2:4].[CH2:8]1[O:10][CH2:9]1.[CH2:11]=[CH:12][C:13]1[CH:18]=[CH:17][CH:16]=[CH:15][CH:14]=1.[C:19]([OH:24])(=[O:23])[C:20]([CH3:22])=[CH2:21].S(OOS([O-])(=O)=O)([O-])(=O)=O.[NH4+].[NH4+], predict the reaction product. The product is: [CH:11]([CH2:4][C:3](=[CH2:5])[C:2]([OH:7])=[O:6])=[CH:12][C:13]1[CH:18]=[CH:17][CH:16]=[CH:15][CH:14]=1.[Na:1].[C:19]([OH:24])(=[O:23])[C:20]([CH3:22])=[CH2:21].[CH2:9]1[O:10][CH2:8]1. (3) Given the reactants [C:1]([O:5][C:6]([N:8]1[CH2:13][CH2:12][N:11]([C:14]2[C:15]3[C:30]([Cl:31])=[CH:29][N:28]=[CH:27][C:16]=3[N:17]=[C:18]([C:20]3[CH:25]=[CH:24][N:23]=[C:22](Cl)[CH:21]=3)[N:19]=2)[CH2:10][CH2:9]1)=[O:7])([CH3:4])([CH3:3])[CH3:2].[F:32][C:33]1[CH:39]=[CH:38][CH:37]=[CH:36][C:34]=1[NH2:35].CC1(C)C2C(=C(P(C3C=CC=CC=3)C3C=CC=CC=3)C=CC=2)OC2C(P(C3C=CC=CC=3)C3C=CC=CC=3)=CC=CC1=2.C(=O)([O-])[O-], predict the reaction product. The product is: [C:1]([O:5][C:6]([N:8]1[CH2:13][CH2:12][N:11]([C:14]2[C:15]3[C:30]([Cl:31])=[CH:29][N:28]=[CH:27][C:16]=3[N:17]=[C:18]([C:20]3[CH:25]=[CH:24][N:23]=[C:22]([NH:35][C:34]4[CH:36]=[CH:37][CH:38]=[CH:39][C:33]=4[F:32])[CH:21]=3)[N:19]=2)[CH2:10][CH2:9]1)=[O:7])([CH3:3])([CH3:2])[CH3:4]. (4) Given the reactants [CH:1]1([N:6]2[CH2:12][CH2:11][C:10](=[O:13])[N:9]([CH3:14])[C:8]3[CH:15]=[N:16][C:17]([NH:19][C:20]4[CH:28]=[CH:27][C:23]([C:24](O)=[O:25])=[CH:22][C:21]=4[O:29][CH3:30])=[N:18][C:7]2=3)[CH2:5][CH2:4][CH2:3][CH2:2]1.F[P-](F)(F)(F)(F)F.CN(C(N(C)C)=[N+]1C2C(=NC=CC=2)[N+]([O-])=N1)C.C(N(C(C)C)C(C)C)C.[NH2:64][CH:65]1[CH2:70][CH2:69][N:68]([CH3:71])[CH2:67][CH2:66]1, predict the reaction product. The product is: [CH:1]1([N:6]2[CH2:12][CH2:11][C:10](=[O:13])[N:9]([CH3:14])[C:8]3[CH:15]=[N:16][C:17]([NH:19][C:20]4[CH:28]=[CH:27][C:23]([C:24]([NH:64][CH:65]5[CH2:70][CH2:69][N:68]([CH3:71])[CH2:67][CH2:66]5)=[O:25])=[CH:22][C:21]=4[O:29][CH3:30])=[N:18][C:7]2=3)[CH2:2][CH2:3][CH2:4][CH2:5]1. (5) The product is: [Si:1]([O:35][CH2:34][CH2:33][C:20]1([OH:19])[CH2:25][CH2:24][N:23]([C:26]([O:28][C:29]([CH3:31])([CH3:30])[CH3:32])=[O:27])[CH2:22][CH2:21]1)([C:14]([CH3:17])([CH3:16])[CH3:15])([C:8]1[CH:13]=[CH:12][CH:11]=[CH:10][CH:9]=1)[C:2]1[CH:7]=[CH:6][CH:5]=[CH:4][CH:3]=1. Given the reactants [Si:1](Cl)([C:14]([CH3:17])([CH3:16])[CH3:15])([C:8]1[CH:13]=[CH:12][CH:11]=[CH:10][CH:9]=1)[C:2]1[CH:7]=[CH:6][CH:5]=[CH:4][CH:3]=1.[OH:19][C:20]1([CH2:33][CH2:34][OH:35])[CH2:25][CH2:24][N:23]([C:26]([O:28][C:29]([CH3:32])([CH3:31])[CH3:30])=[O:27])[CH2:22][CH2:21]1.C(N(CC)CC)C.[Cl-].[NH4+], predict the reaction product. (6) The product is: [Cl:16][C:17]1[CH:25]=[C:24]([CH:23]=[C:22]([Cl:32])[C:18]=1[C:19]([N:1]1[C:9]2[CH:8]=[CH:7][N:6]=[C:5]([NH:10][C:11]([CH:13]3[CH2:14][CH2:15]3)=[O:12])[C:4]=2[CH:3]=[CH:2]1)=[O:20])[C:26]([NH:27][CH:28]([CH3:30])[CH3:29])=[O:31]. Given the reactants [NH:1]1[C:9]2[CH:8]=[CH:7][N:6]=[C:5]([NH:10][C:11]([CH:13]3[CH2:15][CH2:14]3)=[O:12])[C:4]=2[CH:3]=[CH:2]1.[Cl:16][C:17]1[CH:25]=[C:24]([C:26](=[O:31])[NH:27][CH:28]([CH3:30])[CH3:29])[CH:23]=[C:22]([Cl:32])[C:18]=1[C:19](O)=[O:20], predict the reaction product. (7) The product is: [CH2:25]([N:7]1[C:8]2[C:4](=[CH:3][C:2]([CH3:1])=[CH:10][CH:9]=2)[C:5](=[O:12])[C:6]1=[O:11])[C:22]1[CH:23]=[CH:24][CH:19]=[CH:20][CH:21]=1. Given the reactants [CH3:1][C:2]1[CH:3]=[C:4]2[C:8](=[CH:9][CH:10]=1)[NH:7][C:6](=[O:11])[C:5]2=[O:12].C([O-])([O-])=O.[K+].[K+].[CH:19]1[CH:24]=[CH:23][C:22]([CH2:25]Br)=[CH:21][CH:20]=1, predict the reaction product. (8) Given the reactants Cl.[NH2:2][CH2:3][CH:4]([OH:9])[C:5]([O:7][CH3:8])=[O:6].C(N(CC)CC)C.[N+:17]([C:20]1[CH:25]=[CH:24][CH:23]=[CH:22][C:21]=1[S:26](Cl)(=[O:28])=[O:27])([O-:19])=[O:18].O, predict the reaction product. The product is: [OH:9][CH:4]([CH2:3][NH:2][S:26]([C:21]1[CH:22]=[CH:23][CH:24]=[CH:25][C:20]=1[N+:17]([O-:19])=[O:18])(=[O:27])=[O:28])[C:5]([O:7][CH3:8])=[O:6].